From a dataset of Reaction yield outcomes from USPTO patents with 853,638 reactions. Predict the reaction yield, written as a fraction of the theoretical maximum amount of product (1.0 means a 100% yield; for example, 0.34 means a 34% yield). (1) The yield is 0.800. The product is [O:11]=[C:8]1[CH2:7][C:6]2[C:10](=[C:2]([NH:1][C:12](=[O:14])[CH3:13])[CH:3]=[CH:4][CH:5]=2)[NH:9]1. The reactants are [NH2:1][C:2]1[CH:3]=[CH:4][CH:5]=[C:6]2[C:10]=1[NH:9][C:8](=[O:11])[CH2:7]2.[C:12](OC(=O)C)(=[O:14])[CH3:13]. No catalyst specified. (2) The reactants are [N:1]1[CH:6]=[CH:5][CH:4]=[CH:3][C:2]=1[C:7]1[CH:31]=[CH:30][C:10]([CH2:11][NH:12][CH2:13][CH2:14][CH2:15][NH:16][CH2:17][C:18]2[CH:23]=[CH:22][C:21]([C:24]3[CH:29]=[CH:28][CH:27]=[CH:26][N:25]=3)=[CH:20][CH:19]=2)=[CH:9][CH:8]=1.CCN(CC)CC.Cl.[S:40]1[C:44]([CH2:45][O:46][C:47](=[O:58])OC2C=CC([N+]([O-])=O)=CC=2)=[CH:43][N:42]=[CH:41]1.C([O-])(O)=O.[Na+].[C:64](O[C:64]([O:66][C:67]([CH3:70])([CH3:69])[CH3:68])=[O:65])([O:66][C:67]([CH3:70])([CH3:69])[CH3:68])=[O:65].Cl. The catalyst is C1COCC1.O. The product is [N:1]1[CH:6]=[CH:5][CH:4]=[CH:3][C:2]=1[C:7]1[CH:31]=[CH:30][C:10]([CH2:11][N:12]([CH2:13][CH2:14][CH2:15][N:16]([CH2:17][C:18]2[CH:19]=[CH:20][C:21]([C:24]3[CH:29]=[CH:28][CH:27]=[CH:26][N:25]=3)=[CH:22][CH:23]=2)[C:47]([O:46][CH2:45][C:44]2[S:40][CH:41]=[N:42][CH:43]=2)=[O:58])[C:64](=[O:65])[O:66][C:67]([CH3:70])([CH3:69])[CH3:68])=[CH:9][CH:8]=1. The yield is 0.540. (3) The reactants are [Cl:1][C:2]1[N:6]([CH3:7])[N:5]=[C:4]([C:8]2[CH:13]=[CH:12][CH:11]=[CH:10][N:9]=2)[C:3]=1[CH:14]([C:20]1[CH:25]=[CH:24][C:23](Cl)=[CH:22][C:21]=1[CH3:27])[CH2:15][CH2:16][C:17]([OH:19])=[O:18].C1(P(C2CCCCC2)C2C=CC=CC=2C2C(C(C)C)=CC(C(C)C)=CC=2C(C)C)CCCCC1.[C:62](=O)([O-:64])[O-:63].[K+].[K+].[OH-].[Na+].Cl. The catalyst is O.O.O.[Fe-4](C#N)(C#N)(C#N)(C#N)(C#N)C#N.[K+].[K+].[K+].[K+].C(O[Pd]OC(=O)C)(=O)C. The product is [C:17]([CH2:16][CH2:15][CH:14]([C:20]1[CH:25]=[CH:24][C:23]([C:62]([OH:64])=[O:63])=[CH:22][C:21]=1[CH3:27])[C:3]1[C:4]([C:8]2[CH:13]=[CH:12][CH:11]=[CH:10][N:9]=2)=[N:5][N:6]([CH3:7])[C:2]=1[Cl:1])([OH:19])=[O:18]. The yield is 0.540. (4) The reactants are O[Li].O.[C:4]([O:8][C:9]([C@H:11]([CH2:16][C:17]1[CH:22]=[CH:21][C:20]([Cl:23])=[C:19]([F:24])[CH:18]=1)[C:12]([O:14]C)=[O:13])=[O:10])([CH3:7])([CH3:6])[CH3:5].C1COCC1. The catalyst is O. The product is [C:4]([O:8][C:9]([C@H:11]([CH2:16][C:17]1[CH:22]=[CH:21][C:20]([Cl:23])=[C:19]([F:24])[CH:18]=1)[C:12]([OH:14])=[O:13])=[O:10])([CH3:7])([CH3:5])[CH3:6]. The yield is 0.831. (5) The reactants are [CH2:1]([O:8][C:9]([NH:11][CH2:12][CH2:13][CH2:14][CH2:15][C:16]1[CH:26]=[CH:25][C:19]([O:20][CH2:21][C:22]([OH:24])=O)=[CH:18][CH:17]=1)=[O:10])[C:2]1[CH:7]=[CH:6][CH:5]=[CH:4][CH:3]=1.[NH2:27][C:28]1[CH:33]=[CH:32][CH:31]=[CH:30][CH:29]=1.CCN=C=NCCCN(C)C.Cl. The catalyst is CN(C1C=CN=CC=1)C.C(Cl)Cl. The product is [CH2:1]([O:8][C:9](=[O:10])[NH:11][CH2:12][CH2:13][CH2:14][CH2:15][C:16]1[CH:17]=[CH:18][C:19]([O:20][CH2:21][C:22](=[O:24])[NH:27][C:28]2[CH:33]=[CH:32][CH:31]=[CH:30][CH:29]=2)=[CH:25][CH:26]=1)[C:2]1[CH:3]=[CH:4][CH:5]=[CH:6][CH:7]=1. The yield is 0.990. (6) The product is [C:4]([O:3][C:1]([N:8]1[C@@H:9]([CH2:10][C:11]2[CH:16]=[CH:15][C:14]([OH:17])=[CH:13][CH:12]=2)[CH2:18][O:19][C:22]1([CH3:24])[CH3:23])=[O:2])([CH3:5])([CH3:7])[CH3:6]. The yield is 0.830. The reactants are [C:1]([NH:8][C@H:9]([CH2:18][OH:19])[CH2:10][C:11]1[CH:16]=[CH:15][C:14]([OH:17])=[CH:13][CH:12]=1)([O:3][C:4]([CH3:7])([CH3:6])[CH3:5])=[O:2].CO[C:22](OC)([CH3:24])[CH3:23]. The catalyst is C1(C)C=CC(S(O)(=O)=O)=CC=1.ClCCl. (7) The product is [CH2:2]([O:4][C:5](=[O:18])[C@@H:6]([NH:7][C:8]1[C:9]2([CH2:14][CH2:13][O:25][CH2:11][CH2:10]2)[C:19](=[O:22])[CH:6]=1)[CH2:8][C:9]1[CH:14]=[CH:13][C:12]([N+:15]([O-:17])=[O:16])=[CH:11][CH:10]=1)[CH3:3]. The catalyst is ClCCl. The yield is 0.992. The reactants are Cl.[CH2:2]([O:4][C:5](=[O:18])[C@H:6]([CH2:8][C:9]1[CH:14]=[CH:13][C:12]([N+:15]([O-:17])=[O:16])=[CH:11][CH:10]=1)[NH2:7])[CH3:3].[C:19](=[O:22])([O-])[O-].[K+].[K+].[OH2:25].